Dataset: Experimentally validated miRNA-target interactions with 360,000+ pairs, plus equal number of negative samples. Task: Binary Classification. Given a miRNA mature sequence and a target amino acid sequence, predict their likelihood of interaction. (1) The miRNA is hsa-miR-4667-3p with sequence UCCCUCCUUCUGUCCCCACAG. The protein sequence of the target gene is MGLGLLLPLLLLWTRGTQGSELDPKGQHVCVASSPSAELQCCAGWRQKDQECTIPICEGPDACQKDEVCVKPGLCRCKPGFFGAHCSSRCPGQYWGPDCRESCPCHPHGQCEPATGACQCQADRWGARCEFPCACGPHGRCDPATGVCHCEPGWWSSTCRRPCQCNTAAARCEQATGACVCKPGWWGRRCSFRCNCHGSPCEQDSGRCACRPGWWGPECQQQCECVRGRCSAASGECTCPPGFRGARCELPCPAGSHGVQCAHSCGRCKHNEPCSPDTGSCESCEPGWNGTQCQQPCLPG.... Result: 0 (no interaction). (2) The miRNA is hsa-miR-5011-5p with sequence UAUAUAUACAGCCAUGCACUC. The protein sequence of the target gene is MNRPAPVEISYENMRFLITHNPTNATLNKFTEELKKYGVTTLVRVCDATYDKAPVEKEGIHVLDWPFDDGAPPPNQIVDDWLNLLKTKFREEPGCCVAVHCVAGLGRAPVLVALALIECGMKYEDAVQFIRQKRRGAFNSKQLLYLEKYRPKMRLRFRDTNGHCCVQ. Result: 1 (interaction). (3) The miRNA is hsa-miR-335-5p with sequence UCAAGAGCAAUAACGAAAAAUGU. The protein sequence of the target gene is MRERPRLGEDSSLISLFLQVVAFLAMVMGTHTYSHWPSCCPSKGQDTSEELLRWSTVPVPPLEPARPNRHPESCRASEDGPLNSRAISPWRYELDRDLNRLPQDLYHARCLCPHCVSLQTGSHMDPRGNSELLYHNQTVFYRRPCHGEKGTHKGYCLERRLYRVSLACVCVRPRVMG. Result: 1 (interaction).